Task: Regression. Given a peptide amino acid sequence and an MHC pseudo amino acid sequence, predict their binding affinity value. This is MHC class I binding data.. Dataset: Peptide-MHC class I binding affinity with 185,985 pairs from IEDB/IMGT (1) The peptide sequence is RYRMRHLSK. The MHC is HLA-B58:01 with pseudo-sequence HLA-B58:01. The binding affinity (normalized) is 0.0847. (2) The peptide sequence is FRRRKRMGF. The MHC is HLA-A26:03 with pseudo-sequence HLA-A26:03. The binding affinity (normalized) is 0.0847.